From a dataset of Forward reaction prediction with 1.9M reactions from USPTO patents (1976-2016). Predict the product of the given reaction. (1) Given the reactants Cl[C:2]1[N:7]=[CH:6][N:5]=[C:4]([NH:8][C:9]2[CH:14]=[CH:13][C:12]([N:15]3[CH2:20][CH2:19][N:18]([CH:21]4[CH2:24][O:23][CH2:22]4)[CH2:17][CH2:16]3)=[CH:11][CH:10]=2)[N:3]=1.[CH3:25][O:26][CH:27]1[CH2:30][N:29]([C:31]2[CH:38]=[CH:37][C:36](B3OC(C)(C)C(C)(C)O3)=[CH:35][C:32]=2[C:33]#[N:34])[CH2:28]1.C(=O)([O-])[O-].[Na+].[Na+], predict the reaction product. The product is: [CH3:25][O:26][CH:27]1[CH2:28][N:29]([C:31]2[CH:38]=[CH:37][C:36]([C:2]3[N:3]=[C:4]([NH:8][C:9]4[CH:14]=[CH:13][C:12]([N:15]5[CH2:20][CH2:19][N:18]([CH:21]6[CH2:24][O:23][CH2:22]6)[CH2:17][CH2:16]5)=[CH:11][CH:10]=4)[N:5]=[CH:6][N:7]=3)=[CH:35][C:32]=2[C:33]#[N:34])[CH2:30]1. (2) Given the reactants [Br:1][C:2]1[CH:3]=[C:4]([CH:24]=[C:25]([Br:28])[C:26]=1[OH:27])[CH2:5][C@H:6]([C:21]([OH:23])=O)[NH:7][C:8]([NH:10][CH2:11][CH2:12][C:13]1[CH:18]=[CH:17][CH:16]=[C:15]([O:19][CH3:20])[CH:14]=1)=[O:9].[CH3:29]CN(C(C)C)C(C)C.CN(C(ON1N=NC2C=CC=CC1=2)=[N+](C)C)C.[B-](F)(F)(F)F.C1C=CC2N(O)N=NC=2C=1.[NH2:70][C@H:71]([C:84]([O:86]C)=[O:85])[CH2:72][CH2:73][CH2:74][CH2:75][NH:76][C:77]([O:79][C:80]([CH3:83])([CH3:82])[CH3:81])=[O:78], predict the reaction product. The product is: [CH3:29][N:70]([C:21](=[O:23])[C@@H:6]([CH2:5][C:4]1[CH:24]=[C:25]([Br:28])[C:26]([OH:27])=[C:2]([Br:1])[CH:3]=1)[NH:7][C:8]([NH:10][CH2:11][CH2:12][C:13]1[CH:18]=[CH:17][CH:16]=[C:15]([O:19][CH3:20])[CH:14]=1)=[O:9])[C@H:71]([C:84]([OH:86])=[O:85])[CH2:72][CH2:73][CH2:74][CH2:75][NH:76][C:77]([O:79][C:80]([CH3:83])([CH3:82])[CH3:81])=[O:78]. (3) The product is: [CH3:1][C:2]([CH3:35])([CH2:12][N:13]1[C:14]2[CH:19]=[CH:18][CH:17]=[CH:16][C:15]=2[N:20]=[C:21]1[CH2:22][NH:23][C:24]([O:26][CH2:27][C:28]1[CH:33]=[CH:32][CH:31]=[CH:30][CH:29]=1)=[O:25])[CH2:3][NH:4][C:5](=[O:11])[O:6][C:7]([CH3:10])([CH3:9])[CH3:8]. Given the reactants [CH3:1][C:2]([CH3:35])([CH2:12][NH:13][C:14]1[CH:19]=[CH:18][CH:17]=[CH:16][C:15]=1[NH:20][C:21](=O)[CH2:22][NH:23][C:24]([O:26][CH2:27][C:28]1[CH:33]=[CH:32][CH:31]=[CH:30][CH:29]=1)=[O:25])[CH2:3][NH:4][C:5](=[O:11])[O:6][C:7]([CH3:10])([CH3:9])[CH3:8], predict the reaction product. (4) Given the reactants [OH:1][CH2:2][CH:3]1[N:8]([S:9]([C:12]2[CH:17]=[CH:16][CH:15]=[CH:14][CH:13]=2)(=[O:11])=[O:10])[CH2:7][CH2:6][N:5]([C:18]([O:20][C:21]([CH3:24])([CH3:23])[CH3:22])=[O:19])[CH2:4]1.CC(OI1(OC(C)=O)(OC(C)=O)OC(=O)C2C=CC=CC1=2)=O, predict the reaction product. The product is: [CH:2]([CH:3]1[N:8]([S:9]([C:12]2[CH:17]=[CH:16][CH:15]=[CH:14][CH:13]=2)(=[O:11])=[O:10])[CH2:7][CH2:6][N:5]([C:18]([O:20][C:21]([CH3:24])([CH3:23])[CH3:22])=[O:19])[CH2:4]1)=[O:1].